Task: Predict the reactants needed to synthesize the given product.. Dataset: Full USPTO retrosynthesis dataset with 1.9M reactions from patents (1976-2016) (1) Given the product [O:9]1[CH2:10][CH2:11][CH2:12][O:13][CH:8]1[C:5]1[CH:6]=[CH:7][C:2]([C:29]2[S:30][C:25]3[CH:26]=[C:21]([Cl:20])[N:22]=[CH:23][C:24]=3[N:28]=2)=[C:3]([F:14])[CH:4]=1, predict the reactants needed to synthesize it. The reactants are: Br[C:2]1[CH:7]=[CH:6][C:5]([CH:8]2[O:13][CH2:12][CH2:11][CH2:10][O:9]2)=[CH:4][C:3]=1[F:14].C([Li])CCC.[Cl:20][C:21]1[CH:26]=[C:25](Cl)[C:24]([N:28]=[C:29]=[S:30])=[CH:23][N:22]=1.C(=O)([O-])[O-].[Na+].[Na+]. (2) The reactants are: [C:1]([O:5][C:6]([N:8]([CH3:27])[CH2:9][CH2:10][CH:11]1[CH2:16][CH2:15][N:14](C(OCC2C=CC=CC=2)=O)[CH2:13][CH2:12]1)=[O:7])([CH3:4])([CH3:3])[CH3:2].O.C([O-])=O.[NH4+]. Given the product [CH3:27][N:8]([CH2:9][CH2:10][CH:11]1[CH2:16][CH2:15][NH:14][CH2:13][CH2:12]1)[C:6](=[O:7])[O:5][C:1]([CH3:4])([CH3:2])[CH3:3], predict the reactants needed to synthesize it. (3) Given the product [Cl:18][C:4]1[C:5]2[C:10]3[CH2:11][CH2:12][CH2:13][CH2:14][C:9]=3[O:8][C:6]=2[N:7]=[C:2]([CH3:1])[N:3]=1, predict the reactants needed to synthesize it. The reactants are: [CH3:1][C:2]1[NH:3][C:4](=O)[C:5]2[C:10]3[CH2:11][CH2:12][CH2:13][CH2:14][C:9]=3[O:8][C:6]=2[N:7]=1.O=P(Cl)(Cl)[Cl:18].C(Cl)(Cl)Cl.CCCCCC. (4) The reactants are: Br[C:2]1[CH:3]=[C:4]([NH:8][C:9]2[C:10]3[CH:18]=[CH:17][C:16]([CH3:19])=[N:15][C:11]=3[N:12]=[CH:13][N:14]=2)[CH:5]=[CH:6][CH:7]=1.[CH2:20]=[CH:21][C:22]1[CH:27]=[CH:26][CH:25]=[CH:24][CH:23]=1.C1(C)C=CC=CC=1P(C1C=CC=CC=1C)C1C=CC=CC=1C.C(N(CC)CC)C. Given the product [CH3:19][C:16]1[CH:17]=[CH:18][C:10]2[C:9]([NH:8][C:4]3[CH:5]=[CH:6][CH:7]=[C:2]([CH:20]=[CH:21][C:22]4[CH:27]=[CH:26][CH:25]=[CH:24][CH:23]=4)[CH:3]=3)=[N:14][CH:13]=[N:12][C:11]=2[N:15]=1, predict the reactants needed to synthesize it.